Dataset: Reaction yield outcomes from USPTO patents with 853,638 reactions. Task: Predict the reaction yield, written as a fraction of the theoretical maximum amount of product (1.0 means a 100% yield; for example, 0.34 means a 34% yield). (1) The yield is 0.920. The product is [F:11][C:12]1[C:17]([F:18])=[CH:16][N:15]=[C:14]2[NH:19][CH:20]=[C:21]([NH:22][C:2](=[O:9])[C:3]3[CH:8]=[CH:7][CH:6]=[N:5][CH:4]=3)[C:13]=12. The catalyst is N1C=CC=CC=1. The reactants are Cl.[C:2](Cl)(=[O:9])[C:3]1[CH:8]=[CH:7][CH:6]=[N:5][CH:4]=1.[F:11][C:12]1[C:17]([F:18])=[CH:16][N:15]=[C:14]2[NH:19][CH:20]=[C:21]([NH2:22])[C:13]=12. (2) The product is [CH3:18][O:19][CH2:20][C:21](=[O:27])[C:22](=[N:9][NH:1][C:2]1[CH:3]=[N:4][CH:5]=[CH:6][CH:7]=1)[C:23]([O:25][CH3:26])=[O:24]. The reactants are [NH2:1][C:2]1[CH:3]=[N:4][CH:5]=[CH:6][CH:7]=1.Cl.[N:9]([O-])=O.[Na+].C([O-])(=O)C.[Na+].[CH3:18][O:19][CH2:20][C:21](=[O:27])[CH2:22][C:23]([O:25][CH3:26])=[O:24]. The yield is 0.970. The catalyst is O.CCO. (3) The reactants are [CH2:1]([O:8][CH2:9][CH:10]=[O:11])[C:2]1[CH:7]=[CH:6][CH:5]=[CH:4][CH:3]=1.[CH3:12][C:13]([CH3:18])([CH2:16]O)[CH2:14][OH:15]. The catalyst is O.C1(C)C=CC(S(O)(=O)=O)=CC=1.C1(C)C=CC=CC=1. The product is [CH2:1]([O:8][CH2:9][CH:10]1[O:15][CH2:14][C:13]([CH3:18])([CH3:16])[CH2:12][O:11]1)[C:2]1[CH:7]=[CH:6][CH:5]=[CH:4][CH:3]=1. The yield is 0.966.